From a dataset of Full USPTO retrosynthesis dataset with 1.9M reactions from patents (1976-2016). Predict the reactants needed to synthesize the given product. (1) Given the product [N:16]1[CH:17]=[CH:18][CH:19]=[CH:20][C:15]=1[C:12]1[O:11][C:10]([CH2:9][CH2:8][CH2:7][CH2:6][C:5]([OH:21])=[O:4])=[N:14][N:13]=1, predict the reactants needed to synthesize it. The reactants are: [OH-].[Na+].C[O:4][C:5](=[O:21])[CH2:6][CH2:7][CH2:8][CH2:9][C:10]1[O:11][C:12]([C:15]2[CH:20]=[CH:19][CH:18]=[CH:17][N:16]=2)=[N:13][N:14]=1. (2) Given the product [Cl:30][C:28]1[CH:27]=[CH:26][C:25]([O:31][CH2:32][C:33]2[CH:38]=[CH:37][C:36]([Cl:39])=[CH:35][C:34]=2[F:40])=[C:24]([CH:29]=1)[CH2:23][N:7]1[C:16]2[CH:15]=[CH:14][CH:13]=[C:12]([S:17]([O-:20])(=[O:18])=[O:19])[C:11]=2[CH2:10][CH2:9][CH2:8]1.[Na+:21], predict the reactants needed to synthesize it. The reactants are: C([O-])([O-])=O.[K+].[K+].[NH:7]1[C:16]2[CH:15]=[CH:14][CH:13]=[C:12]([S:17]([O-:20])(=[O:19])=[O:18])[C:11]=2[CH2:10][CH2:9][CH2:8]1.[Na+:21].Br[CH2:23][C:24]1[CH:29]=[C:28]([Cl:30])[CH:27]=[CH:26][C:25]=1[O:31][CH2:32][C:33]1[CH:38]=[CH:37][C:36]([Cl:39])=[CH:35][C:34]=1[F:40].O. (3) Given the product [C:12]([O:16][C:17]([N:19]1[CH2:24][CH2:23][N:22]([C:6]2[C:5]([N+:9]([O-:11])=[O:10])=[CH:4][N:3]=[C:2]([Cl:1])[N:7]=2)[CH2:21][CH2:20]1)=[O:18])([CH3:15])([CH3:13])[CH3:14], predict the reactants needed to synthesize it. The reactants are: [Cl:1][C:2]1[N:7]=[C:6](Cl)[C:5]([N+:9]([O-:11])=[O:10])=[CH:4][N:3]=1.[C:12]([O:16][C:17]([N:19]1[CH2:24][CH2:23][NH:22][CH2:21][CH2:20]1)=[O:18])([CH3:15])([CH3:14])[CH3:13]. (4) Given the product [C:23]1([S:29][C:10]2[CH:11]=[CH:12][C:13]3[C:14]4[C:6](=[CH:5][C:4]([S:29][C:23]5[CH:28]=[CH:27][CH:26]=[CH:25][CH:24]=5)=[CH:3][CH:2]=4)[C:7](=[O:30])[C:8]=3[CH:9]=2)[CH:28]=[CH:27][CH:26]=[CH:25][CH:24]=1, predict the reactants needed to synthesize it. The reactants are: Br[C:2]1[CH:3]=[CH:4][C:5](=O)[C:6]2[C:14]=1[C:13]1[C:8](=[CH:9][CH:10]=[CH:11][CH:12]=1)[C:7]=2Br.C([O-])([O-])=O.[K+].[K+].[C:23]1([SH:29])[CH:28]=[CH:27][CH:26]=[CH:25][CH:24]=1.[OH2:30].